Dataset: Reaction yield outcomes from USPTO patents with 853,638 reactions. Task: Predict the reaction yield, written as a fraction of the theoretical maximum amount of product (1.0 means a 100% yield; for example, 0.34 means a 34% yield). (1) The reactants are Br[C:2]1[CH:7]=[CH:6][CH:5]=[C:4]([S:8][CH2:9][CH3:10])[CH:3]=1.[Li]CCCC.C1CCCCC1.[CH:22]([CH:24]1[CH2:29][CH2:28][O:27][CH2:26][CH2:25]1)=[O:23]. The catalyst is C1COCC1. The product is [CH2:9]([S:8][C:4]1[CH:3]=[C:2]([CH:22]([CH:24]2[CH2:29][CH2:28][O:27][CH2:26][CH2:25]2)[OH:23])[CH:7]=[CH:6][CH:5]=1)[CH3:10]. The yield is 0.860. (2) The reactants are [C:1]([C:5]1[S:9][C:8]([C:10]([NH:12][C@H:13]([C:22]([O:24][C:25]([CH3:28])([CH3:27])[CH3:26])=[O:23])[CH2:14][C:15]2[CH:20]=[CH:19][C:18]([OH:21])=[CH:17][CH:16]=2)=[O:11])=[CH:7][CH:6]=1)([CH3:4])([CH3:3])[CH3:2].CCN(C(C)C)C(C)C.C1C=CC(N([S:45]([C:48]([F:51])([F:50])[F:49])(=[O:47])=[O:46])[S:45]([C:48]([F:51])([F:50])[F:49])(=[O:47])=[O:46])=CC=1. The catalyst is C(Cl)Cl. The product is [C:1]([C:5]1[S:9][C:8]([C:10]([NH:12][C@@H:13]([CH2:14][C:15]2[CH:16]=[CH:17][C:18]([O:21][S:45]([C:48]([F:51])([F:50])[F:49])(=[O:47])=[O:46])=[CH:19][CH:20]=2)[C:22]([O:24][C:25]([CH3:28])([CH3:27])[CH3:26])=[O:23])=[O:11])=[CH:7][CH:6]=1)([CH3:4])([CH3:2])[CH3:3]. The yield is 0.876. (3) The reactants are [C:1]([C:3]1[CH:4]=[CH:5][C:6]([O:13][CH3:14])=[C:7]([CH:12]=1)[C:8]([O:10]C)=[O:9])#[N:2].[OH-].[Na+].Cl. The catalyst is O1CCOCC1. The product is [C:1]([C:3]1[CH:4]=[CH:5][C:6]([O:13][CH3:14])=[C:7]([CH:12]=1)[C:8]([OH:10])=[O:9])#[N:2]. The yield is 0.870. (4) The product is [CH2:20]([O:22][C:23](=[O:26])[CH2:24][NH:25][C:14]([C:11]1[CH:12]=[CH:13][C:8]([C:5]2[CH:4]=[CH:3][C:2]([Cl:1])=[CH:7][CH:6]=2)=[CH:9][C:10]=1[O:17][CH3:18])=[O:16])[CH3:21]. The yield is 0.850. The reactants are [Cl:1][C:2]1[CH:7]=[CH:6][C:5]([C:8]2[CH:13]=[CH:12][C:11]([C:14]([OH:16])=O)=[C:10]([O:17][CH3:18])[CH:9]=2)=[CH:4][CH:3]=1.Cl.[CH2:20]([O:22][C:23](=[O:26])[CH2:24][NH2:25])[CH3:21].CN(C)CCCN=C=NCC.ON1C2C=CC=CC=2N=N1.C(N(C(C)C)CC)(C)C. The catalyst is C(Cl)Cl.CCOC(C)=O.CN(C=O)C. (5) The reactants are [CH3:1][C:2](=[O:7])[CH2:3][C:4](=[O:6])[CH3:5].[H-].[Na+].[CH2:10]([O:12][C:13](=[O:16])[CH2:14]Br)[CH3:11]. The catalyst is O1CCCC1. The product is [CH2:10]([O:12][C:13](=[O:16])[CH2:14][CH:3]([C:2](=[O:7])[CH3:1])[C:4](=[O:6])[CH3:5])[CH3:11]. The yield is 0.940. (6) The reactants are [C:1]([C@@H:3]1[C@@H:7]([CH2:8][O:9][C:10]([C:23]2[CH:28]=[CH:27][CH:26]=[CH:25][CH:24]=2)([C:17]2[CH:22]=[CH:21][CH:20]=[CH:19][CH:18]=2)[C:11]2[CH:16]=[CH:15][CH:14]=[CH:13][CH:12]=2)[O:6][C@@H:5]([N:29]2[CH:36]=[CH:35][C:33](=[O:34])[NH:32][C:30]2=[O:31])[CH2:4]1)#N.[C@@H]1(N2C=C(C)C(=O)NC2=O)O[C@H](CO)[C@@H]([OH:40])C1.CC(C[AlH]CC(C)C)C. The catalyst is C1COCC1.C1(C)C=CC=CC=1. The product is [C:10]([O:9][CH2:8][C@H:7]1[O:6][C@@H:5]([N:29]2[CH:36]=[CH:35][C:33](=[O:34])[NH:32][C:30]2=[O:31])[CH2:4][C@@H:3]1[CH:1]=[O:40])([C:11]1[CH:12]=[CH:13][CH:14]=[CH:15][CH:16]=1)([C:23]1[CH:28]=[CH:27][CH:26]=[CH:25][CH:24]=1)[C:17]1[CH:22]=[CH:21][CH:20]=[CH:19][CH:18]=1. The yield is 0.530. (7) The reactants are [CH2:1]([O:3][C:4]([C:6]1[S:18][C:17]2[C:8](=[C:9]3[C:14](=[CH:15][CH:16]=2)[N:13]=[CH:12][CH:11]=[CH:10]3)[C:7]=1[NH:19][CH2:20][C@H:21]([NH:23]C(OC(C)(C)C)=O)[CH3:22])=[O:5])[CH3:2]. The catalyst is ClCCl.FC(F)(F)C(O)=O. The product is [NH2:23][C@H:21]([CH3:22])[CH2:20][NH:19][C:7]1[C:8]2=[C:9]3[C:14](=[CH:15][CH:16]=[C:17]2[S:18][C:6]=1[C:4]([O:3][CH2:1][CH3:2])=[O:5])[N:13]=[CH:12][CH:11]=[CH:10]3. The yield is 0.920. (8) The reactants are C(OC([NH:11][C@@H:12]([CH:20]([CH3:22])[CH3:21])C(OC(=O)C)C#N)=O)C1C=CC=CC=1.Cl.C1([O:30]C)C=CC=CC=1.[O:32]1[CH2:37][CH2:36][O:35]CC1. No catalyst specified. The product is [NH2:11][C@@H:12]([CH:20]([CH3:22])[CH3:21])[CH:36]([OH:35])[C:37]([OH:32])=[O:30]. The yield is 0.750. (9) The catalyst is CN1CCCC1=O.O. The product is [Cl:28][C:29]1[CH:35]=[C:34]([O:36][C:37]2[C:38]3[N:45]([CH3:46])[CH:44]=[CH:43][C:39]=3[N:40]=[CH:41][N:42]=2)[CH:33]=[CH:32][C:30]=1[NH:31][C:19]([NH:7][C:6]1[CH:8]=[CH:9][CH:10]=[C:4]([O:3][CH:2]([F:11])[F:1])[CH:5]=1)=[O:20]. The yield is 0.500. The reactants are [F:1][CH:2]([F:11])[O:3][C:4]1[CH:5]=[C:6]([CH:8]=[CH:9][CH:10]=1)[NH2:7].N1C=CC=CC=1.Cl[C:19](OC1C=CC=CC=1)=[O:20].[Cl:28][C:29]1[CH:35]=[C:34]([O:36][C:37]2[C:38]3[N:45]([CH3:46])[CH:44]=[CH:43][C:39]=3[N:40]=[CH:41][N:42]=2)[CH:33]=[CH:32][C:30]=1[NH2:31].[OH-].[Na+]. (10) The reactants are Cl.CN(C)CCCN=C=NCC.[OH:13][C:14]([CH3:19])([CH3:18])[C:15](O)=[O:16].[C:20]([C:24]1[O:28][C:27]([C:29]2[C:30]([NH2:47])=[N:31][CH:32]=[C:33]([C:35]3[N:39]([CH3:40])[N:38]=[C:37]([CH:41]4[CH2:46][CH2:45][NH:44][CH2:43][CH2:42]4)[N:36]=3)[N:34]=2)=[N:26][N:25]=1)([CH3:23])([CH3:22])[CH3:21].OC1C=CC=C[N+]=1[O-].N1C=CC=CC=1. The catalyst is CN1C(=O)CCC1. The product is [NH2:47][C:30]1[N:31]=[CH:32][C:33]([C:35]2[N:39]([CH3:40])[N:38]=[C:37]([CH:41]3[CH2:46][CH2:45][N:44]([C:15](=[O:16])[C:14]([OH:13])([CH3:19])[CH3:18])[CH2:43][CH2:42]3)[N:36]=2)=[N:34][C:29]=1[C:27]1[O:28][C:24]([C:20]([CH3:23])([CH3:21])[CH3:22])=[N:25][N:26]=1. The yield is 0.580.